From a dataset of Peptide-MHC class I binding affinity with 185,985 pairs from IEDB/IMGT. Regression. Given a peptide amino acid sequence and an MHC pseudo amino acid sequence, predict their binding affinity value. This is MHC class I binding data. (1) The peptide sequence is AVAEAQCKK. The MHC is HLA-A02:06 with pseudo-sequence HLA-A02:06. The binding affinity (normalized) is 0.245. (2) The peptide sequence is KSCLPACVY. The MHC is HLA-B58:01 with pseudo-sequence HLA-B58:01. The binding affinity (normalized) is 0.505. (3) The peptide sequence is MPVTAASAAQ. The MHC is HLA-B35:01 with pseudo-sequence HLA-B35:01. The binding affinity (normalized) is 0.319. (4) The peptide sequence is YMYRVWSPL. The MHC is HLA-B35:01 with pseudo-sequence HLA-B35:01. The binding affinity (normalized) is 0.633. (5) The peptide sequence is AERGPGQMLG. The MHC is HLA-B57:01 with pseudo-sequence HLA-B57:01. The binding affinity (normalized) is 0. (6) The peptide sequence is YMPTVIEEL. The MHC is HLA-A02:06 with pseudo-sequence HLA-A02:06. The binding affinity (normalized) is 0.644. (7) The peptide sequence is VAFERTRKW. The MHC is Mamu-B17 with pseudo-sequence Mamu-B17. The binding affinity (normalized) is 0.386.